This data is from Full USPTO retrosynthesis dataset with 1.9M reactions from patents (1976-2016). The task is: Predict the reactants needed to synthesize the given product. (1) Given the product [CH3:31][C:32]1[N:36]([CH2:37][C:38]([N:40]2[CH2:41][CH2:42][CH:43]([C:46]3[S:47][CH:48]=[C:49]([C:51]([O:11][CH:1]4[C:10]5[C:5](=[CH:6][CH:7]=[CH:8][CH:9]=5)[CH2:4][CH2:3][CH2:2]4)=[O:52])[N:50]=3)[CH2:44][CH2:45]2)=[O:39])[N:35]=[C:34]([C:54]([F:57])([F:55])[F:56])[CH:33]=1, predict the reactants needed to synthesize it. The reactants are: [CH:1]1([OH:11])[C:10]2[C:5](=[CH:6][CH:7]=[CH:8][CH:9]=2)[CH2:4][CH2:3][CH2:2]1.C1(P(C2C=CC=CC=2)C2C=CC=CC=2)C=CC=CC=1.[CH3:31][C:32]1[N:36]([CH2:37][C:38]([N:40]2[CH2:45][CH2:44][CH:43]([C:46]3[S:47][CH:48]=[C:49]([C:51](O)=[O:52])[N:50]=3)[CH2:42][CH2:41]2)=[O:39])[N:35]=[C:34]([C:54]([F:57])([F:56])[F:55])[CH:33]=1. (2) Given the product [C:1]([O:5][C:6](=[O:7])[NH:8][C:9]1[CH:13]=[C:12]([C:14]2[CH:19]=[CH:18][C:17]([Cl:20])=[CH:16][CH:15]=2)[S:11][C:10]=1[C:21](=[O:23])[NH2:26])([CH3:4])([CH3:3])[CH3:2], predict the reactants needed to synthesize it. The reactants are: [C:1]([O:5][C:6]([NH:8][C:9]1[CH:13]=[C:12]([C:14]2[CH:19]=[CH:18][C:17]([Cl:20])=[CH:16][CH:15]=2)[S:11][C:10]=1[C:21]([OH:23])=O)=[O:7])([CH3:4])([CH3:3])[CH3:2].C(N1C=CN=C1)([N:26]1C=CN=C1)=O.[OH-].[NH4+].